The task is: Regression. Given a peptide amino acid sequence and an MHC pseudo amino acid sequence, predict their binding affinity value. This is MHC class II binding data.. This data is from Peptide-MHC class II binding affinity with 134,281 pairs from IEDB. (1) The peptide sequence is SDANTEYERLLSMLN. The MHC is DRB1_0802 with pseudo-sequence DRB1_0802. The binding affinity (normalized) is 0.438. (2) The peptide sequence is VVVHITDDNEEPIAA. The MHC is HLA-DQA10401-DQB10402 with pseudo-sequence HLA-DQA10401-DQB10402. The binding affinity (normalized) is 0.150. (3) The peptide sequence is GNGCFKIYHKCDNAC. The MHC is DRB1_0301 with pseudo-sequence DRB1_0301. The binding affinity (normalized) is 0.0636. (4) The peptide sequence is VLFLQMMNVNLQKQL. The MHC is DRB1_0401 with pseudo-sequence DRB1_0401. The binding affinity (normalized) is 0.686.